Dataset: Forward reaction prediction with 1.9M reactions from USPTO patents (1976-2016). Task: Predict the product of the given reaction. (1) Given the reactants Br[C:2]1[CH:3]=[C:4]2[C:9](=[CH:10][C:11]=1[O:12][CH:13]1[CH2:18][CH2:17][N:16]([C:19]([O:21][C:22]([CH3:25])([CH3:24])[CH3:23])=[O:20])[CH2:15][CH2:14]1)[N:8]=[C:7]([NH:26][C:27]1[CH:32]=[CH:31][CH:30]=[C:29]([F:33])[CH:28]=1)[N:6]=[CH:5]2.CC([O-])=O.[K+].[B:39]1([B:39]2[O:43][C:42]([CH3:45])([CH3:44])[C:41]([CH3:47])([CH3:46])[O:40]2)[O:43][C:42]([CH3:45])([CH3:44])[C:41]([CH3:47])([CH3:46])[O:40]1, predict the reaction product. The product is: [F:33][C:29]1[CH:28]=[C:27]([NH:26][C:7]2[N:6]=[CH:5][C:4]3[C:9](=[CH:10][C:11]([O:12][CH:13]4[CH2:14][CH2:15][N:16]([C:19]([O:21][C:22]([CH3:23])([CH3:25])[CH3:24])=[O:20])[CH2:17][CH2:18]4)=[C:2]([B:39]4[O:43][C:42]([CH3:45])([CH3:44])[C:41]([CH3:47])([CH3:46])[O:40]4)[CH:3]=3)[N:8]=2)[CH:32]=[CH:31][CH:30]=1. (2) Given the reactants O.[OH-].[Li+].[CH3:4][C:5]([O:8][C@H:9]([CH3:41])[C@@H:10]([C:37]([O:39]C)=[O:38])[NH:11][C:12]([C:14]1[C:23]([NH:24][C:25](=[O:36])[CH2:26][C:27]2[C:32]([CH3:33])=[CH:31][C:30]([CH3:34])=[CH:29][C:28]=2[CH3:35])=[CH:22][C:21]2[C:16](=[CH:17][CH:18]=[CH:19][CH:20]=2)[CH:15]=1)=[O:13])([CH3:7])[CH3:6].O.Cl, predict the reaction product. The product is: [CH3:7][C:5]([O:8][C@H:9]([CH3:41])[C@@H:10]([C:37]([OH:39])=[O:38])[NH:11][C:12]([C:14]1[C:23]([NH:24][C:25](=[O:36])[CH2:26][C:27]2[C:28]([CH3:35])=[CH:29][C:30]([CH3:34])=[CH:31][C:32]=2[CH3:33])=[CH:22][C:21]2[C:16](=[CH:17][CH:18]=[CH:19][CH:20]=2)[CH:15]=1)=[O:13])([CH3:4])[CH3:6]. (3) Given the reactants Cl.[F:2][C@@H:3]1[CH2:7][NH:6][C@@H:5]([C:8]2[CH:13]=[C:12]([F:14])[CH:11]=[CH:10][C:9]=2[O:15][CH:16]2[CH2:20][CH2:19][O:18][CH2:17]2)[CH2:4]1.C([O-])([O-])=O.[K+].[K+].F[C:28]1[CH:29]=[CH:30][C:31]([N+:34]([O-:36])=[O:35])=[N:32][CH:33]=1.O, predict the reaction product. The product is: [F:2][C@@H:3]1[CH2:7][N:6]([C:28]2[CH:29]=[CH:30][C:31]([N+:34]([O-:36])=[O:35])=[N:32][CH:33]=2)[C@@H:5]([C:8]2[CH:13]=[C:12]([F:14])[CH:11]=[CH:10][C:9]=2[O:15][C@H:16]2[CH2:20][CH2:19][O:18][CH2:17]2)[CH2:4]1. (4) Given the reactants C(O)C.Cl.Cl.[Cl:6][C:7]1[C:8]([F:33])=[C:9]([CH:30]=[CH:31][CH:32]=1)[NH:10][C:11]1[C:20]2[C:15](=[CH:16][C:17]([O:28][CH3:29])=[C:18]([O:21][CH:22]3[CH2:27][CH2:26][NH:25][CH2:24][CH2:23]3)[CH:19]=2)[N:14]=[CH:13][N:12]=1.C([O:37][CH2:38][C:39](Cl)=[O:40])(=O)C, predict the reaction product. The product is: [Cl:6][C:7]1[C:8]([F:33])=[C:9]([CH:30]=[CH:31][CH:32]=1)[NH:10][C:11]1[C:20]2[C:15](=[CH:16][C:17]([O:28][CH3:29])=[C:18]([O:21][CH:22]3[CH2:27][CH2:26][N:25]([C:38](=[O:37])[CH2:39][OH:40])[CH2:24][CH2:23]3)[CH:19]=2)[N:14]=[CH:13][N:12]=1. (5) Given the reactants Br[C:2]1[CH:9]=[CH:8][C:5]([CH2:6][OH:7])=[CH:4][CH:3]=1.[H-].[Na+].[Li]CCCC.[O:17]1[CH2:20][C:19](=[O:21])[CH2:18]1, predict the reaction product. The product is: [OH:7][CH2:6][C:5]1[CH:8]=[CH:9][C:2]([C:19]2([OH:21])[CH2:20][O:17][CH2:18]2)=[CH:3][CH:4]=1. (6) Given the reactants [Cl:1][C:2]1[CH:21]=[CH:20][C:5]([C:6]([NH:8][C:9]2[CH:14]=[CH:13][CH:12]=[C:11]([CH:15]3OCC[O:16]3)[CH:10]=2)=[O:7])=[CH:4][CH:3]=1.Cl, predict the reaction product. The product is: [Cl:1][C:2]1[CH:21]=[CH:20][C:5]([C:6]([NH:8][C:9]2[CH:14]=[CH:13][CH:12]=[C:11]([CH:15]=[O:16])[CH:10]=2)=[O:7])=[CH:4][CH:3]=1.